From a dataset of NCI-60 drug combinations with 297,098 pairs across 59 cell lines. Regression. Given two drug SMILES strings and cell line genomic features, predict the synergy score measuring deviation from expected non-interaction effect. (1) Drug 1: C1CC(C1)(C(=O)O)C(=O)O.[NH2-].[NH2-].[Pt+2]. Drug 2: CC1=C(N=C(N=C1N)C(CC(=O)N)NCC(C(=O)N)N)C(=O)NC(C(C2=CN=CN2)OC3C(C(C(C(O3)CO)O)O)OC4C(C(C(C(O4)CO)O)OC(=O)N)O)C(=O)NC(C)C(C(C)C(=O)NC(C(C)O)C(=O)NCCC5=NC(=CS5)C6=NC(=CS6)C(=O)NCCC[S+](C)C)O. Cell line: MDA-MB-231. Synergy scores: CSS=12.5, Synergy_ZIP=-6.48, Synergy_Bliss=-5.48, Synergy_Loewe=-2.37, Synergy_HSA=-2.00. (2) Drug 1: C1=NC2=C(N=C(N=C2N1C3C(C(C(O3)CO)O)F)Cl)N. Drug 2: C1C(C(OC1N2C=NC(=NC2=O)N)CO)O. Cell line: SK-OV-3. Synergy scores: CSS=-0.651, Synergy_ZIP=-1.65, Synergy_Bliss=2.13, Synergy_Loewe=-15.3, Synergy_HSA=-3.33. (3) Drug 1: CN(CCCl)CCCl.Cl. Drug 2: CCC1(C2=C(COC1=O)C(=O)N3CC4=CC5=C(C=CC(=C5CN(C)C)O)N=C4C3=C2)O.Cl. Cell line: TK-10. Synergy scores: CSS=39.8, Synergy_ZIP=-8.36, Synergy_Bliss=-4.30, Synergy_Loewe=0.215, Synergy_HSA=2.37. (4) Drug 1: CC1=CC=C(C=C1)C2=CC(=NN2C3=CC=C(C=C3)S(=O)(=O)N)C(F)(F)F. Drug 2: CC1=C(C(=O)C2=C(C1=O)N3CC4C(C3(C2COC(=O)N)OC)N4)N. Cell line: KM12. Synergy scores: CSS=27.2, Synergy_ZIP=-5.14, Synergy_Bliss=-2.16, Synergy_Loewe=-25.8, Synergy_HSA=-0.734. (5) Drug 1: CCCCC(=O)OCC(=O)C1(CC(C2=C(C1)C(=C3C(=C2O)C(=O)C4=C(C3=O)C=CC=C4OC)O)OC5CC(C(C(O5)C)O)NC(=O)C(F)(F)F)O. Drug 2: CN(CC1=CN=C2C(=N1)C(=NC(=N2)N)N)C3=CC=C(C=C3)C(=O)NC(CCC(=O)O)C(=O)O. Cell line: DU-145. Synergy scores: CSS=67.7, Synergy_ZIP=-1.25, Synergy_Bliss=-0.456, Synergy_Loewe=0.340, Synergy_HSA=3.36. (6) Drug 1: C1=CC=C(C=C1)NC(=O)CCCCCCC(=O)NO. Drug 2: B(C(CC(C)C)NC(=O)C(CC1=CC=CC=C1)NC(=O)C2=NC=CN=C2)(O)O. Cell line: HL-60(TB). Synergy scores: CSS=74.1, Synergy_ZIP=2.34, Synergy_Bliss=5.91, Synergy_Loewe=3.22, Synergy_HSA=4.69. (7) Drug 1: CC12CCC(CC1=CCC3C2CCC4(C3CC=C4C5=CN=CC=C5)C)O. Drug 2: C1=NC2=C(N=C(N=C2N1C3C(C(C(O3)CO)O)O)F)N. Cell line: SN12C. Synergy scores: CSS=-0.560, Synergy_ZIP=-4.45, Synergy_Bliss=-6.30, Synergy_Loewe=-8.57, Synergy_HSA=-8.39. (8) Drug 1: C(CCl)NC(=O)N(CCCl)N=O. Drug 2: COCCOC1=C(C=C2C(=C1)C(=NC=N2)NC3=CC=CC(=C3)C#C)OCCOC.Cl. Cell line: OVCAR-5. Synergy scores: CSS=-1.71, Synergy_ZIP=-0.180, Synergy_Bliss=-0.804, Synergy_Loewe=-6.24, Synergy_HSA=-4.47. (9) Drug 1: CC12CCC(CC1=CCC3C2CCC4(C3CC=C4C5=CN=CC=C5)C)O. Drug 2: C(CN)CNCCSP(=O)(O)O. Cell line: NCI/ADR-RES. Synergy scores: CSS=-3.46, Synergy_ZIP=-3.65, Synergy_Bliss=-11.4, Synergy_Loewe=-15.1, Synergy_HSA=-11.3.